From a dataset of Buchwald-Hartwig C-N cross coupling reaction yields with 55,370 reactions. Predict the reaction yield, written as a fraction of the theoretical maximum amount of product (1.0 means a 100% yield; for example, 0.34 means a 34% yield). (1) No catalyst specified. The reactants are CCc1ccc(I)cc1.Cc1ccc(N)cc1.O=S(=O)(O[Pd]1c2ccccc2-c2ccccc2N~1)C(F)(F)F.COc1ccc(OC)c(P([C@]23C[C@H]4C[C@H](C[C@H](C4)C2)C3)[C@]23C[C@H]4C[C@H](C[C@H](C4)C2)C3)c1-c1c(C(C)C)cc(C(C)C)cc1C(C)C.CN1CCCN2CCCN=C12.Cc1cc(C)on1. The yield is 0.770. The product is CCc1ccc(Nc2ccc(C)cc2)cc1. (2) The product is Cc1ccc(Nc2ccc(C(F)(F)F)cc2)cc1. The reactants are FC(F)(F)c1ccc(I)cc1.Cc1ccc(N)cc1.O=S(=O)(O[Pd]1c2ccccc2-c2ccccc2N~1)C(F)(F)F.COc1ccc(OC)c(P([C@]23C[C@H]4C[C@H](C[C@H](C4)C2)C3)[C@]23C[C@H]4C[C@H](C[C@H](C4)C2)C3)c1-c1c(C(C)C)cc(C(C)C)cc1C(C)C.CCN=P(N=P(N(C)C)(N(C)C)N(C)C)(N(C)C)N(C)C.CCOC(=O)c1ccon1. The yield is 0.122. No catalyst specified. (3) The product is CCc1ccc(Nc2ccc(C)cc2)cc1. No catalyst specified. The reactants are CCc1ccc(Cl)cc1.Cc1ccc(N)cc1.O=S(=O)(O[Pd]1c2ccccc2-c2ccccc2N~1)C(F)(F)F.COc1ccc(OC)c(P([C@]23C[C@H]4C[C@H](C[C@H](C4)C2)C3)[C@]23C[C@H]4C[C@H](C[C@H](C4)C2)C3)c1-c1c(C(C)C)cc(C(C)C)cc1C(C)C.CN(C)C(=NC(C)(C)C)N(C)C.CCOC(=O)c1cc(C)on1. The yield is 0.00778.